The task is: Predict the product of the given reaction.. This data is from Forward reaction prediction with 1.9M reactions from USPTO patents (1976-2016). (1) Given the reactants [Cl-].O[NH3+:3].[C:4](=[O:7])([O-])[OH:5].[Na+].CS(C)=O.[CH2:13]([C:17]1[N:18]=[C:19]([CH3:48])[N:20]([CH2:39][C:40]2[CH:45]=[CH:44][C:43]([O:46][CH3:47])=[CH:42][CH:41]=2)[C:21](=[O:38])[C:22]=1[CH2:23][C:24]1[CH:29]=[CH:28][C:27]([C:30]2[C:31]([C:36]#[N:37])=[CH:32][CH:33]=[CH:34][CH:35]=2)=[CH:26][CH:25]=1)[CH2:14][CH2:15][CH3:16], predict the reaction product. The product is: [CH2:13]([C:17]1[N:18]=[C:19]([CH3:48])[N:20]([CH2:39][C:40]2[CH:45]=[CH:44][C:43]([O:46][CH3:47])=[CH:42][CH:41]=2)[C:21](=[O:38])[C:22]=1[CH2:23][C:24]1[CH:25]=[CH:26][C:27]([C:30]2[CH:35]=[CH:34][CH:33]=[CH:32][C:31]=2[C:36]2[NH:3][C:4](=[O:7])[O:5][N:37]=2)=[CH:28][CH:29]=1)[CH2:14][CH2:15][CH3:16]. (2) Given the reactants [CH3:1][S:2]([NH2:5])(=[O:4])=[O:3].[H-].[Na+].Cl[CH2:9][CH2:10][CH2:11][CH2:12][C:13]1[N:14]([CH2:27][CH3:28])[N:15]=[C:16]2[C:25]=1[C:24]1[CH:23]=[CH:22][CH:21]=[CH:20][C:19]=1[N:18]=[C:17]2[NH2:26].[I-].[Na+], predict the reaction product. The product is: [NH2:26][C:17]1[C:16]2=[N:15][N:14]([CH2:27][CH3:28])[C:13]([CH2:12][CH2:11][CH2:10][CH2:9][NH:5][S:2]([CH3:1])(=[O:4])=[O:3])=[C:25]2[C:24]2[CH:23]=[CH:22][CH:21]=[CH:20][C:19]=2[N:18]=1. (3) The product is: [Cl:1][C:2]1[CH:7]=[CH:6][CH:5]=[CH:4][C:3]=1[O:8][CH2:9][C:10]1[S:14][C:13]([NH:15][C:16]([C:18]2[CH:19]=[C:20]3[C:25](=[CH:26][CH:27]=2)[CH2:24][N:23]([C:29](=[O:28])[CH2:30][OH:31])[CH2:22][CH2:21]3)=[O:17])=[N:12][N:11]=1. Given the reactants [Cl:1][C:2]1[CH:7]=[CH:6][CH:5]=[CH:4][C:3]=1[O:8][CH2:9][C:10]1[S:14][C:13]([NH:15][C:16]([C:18]2[CH:19]=[C:20]3[C:25](=[CH:26][CH:27]=2)[CH2:24][NH:23][CH2:22][CH2:21]3)=[O:17])=[N:12][N:11]=1.[OH:28][CH2:29][C:30](O)=[O:31].CN(C(ON1N=NC2C=CC=NC1=2)=[N+](C)C)C.F[P-](F)(F)(F)(F)F.C(N(CC)CC)C, predict the reaction product. (4) Given the reactants [Cl:1][C:2]1[N:7]=[C:6]([NH:8][CH2:9][CH2:10][O:11][CH2:12][CH2:13][OH:14])[C:5]([C:15]([O:17][CH3:18])=[O:16])=[CH:4][N:3]=1.N1C=CN=C1.[CH3:24][C:25]([Si:28](Cl)([CH3:30])[CH3:29])([CH3:27])[CH3:26], predict the reaction product. The product is: [Cl:1][C:2]1[N:7]=[C:6]([NH:8][CH2:9][CH2:10][O:11][CH2:12][CH2:13][O:14][Si:28]([CH3:30])([CH3:29])[C:25]([CH3:27])([CH3:26])[CH3:24])[C:5]([C:15]([O:17][CH3:18])=[O:16])=[CH:4][N:3]=1. (5) Given the reactants [H-].C([Al+]CC(C)C)C(C)C.[N+:11]([C:14]1[CH:19]=[CH:18][C:17]([C:20]2[CH:27]=[CH:26][C:23]([C:24]#N)=[CH:22][CH:21]=2)=[CH:16][CH:15]=1)([O-:13])=[O:12].C[OH:29].O, predict the reaction product. The product is: [N+:11]([C:14]1[CH:19]=[CH:18][C:17]([C:20]2[CH:27]=[CH:26][C:23]([CH:24]=[O:29])=[CH:22][CH:21]=2)=[CH:16][CH:15]=1)([O-:13])=[O:12]. (6) Given the reactants [O:1]=[C:2]1[C:7]2[C:8]([C:16]3[CH:17]=[C:18]([C:21](O)=[O:22])[S:19][CH:20]=3)=[CH:9][N:10]([CH:11]([CH2:14][CH3:15])[CH2:12][CH3:13])[C:6]=2[CH:5]=[CH:4][NH:3]1.CC[N:26]=C=NCCCN(C)C.Cl, predict the reaction product. The product is: [O:1]=[C:2]1[C:7]2[C:8]([C:16]3[CH:17]=[C:18]([C:21]([NH2:26])=[O:22])[S:19][CH:20]=3)=[CH:9][N:10]([CH:11]([CH2:12][CH3:13])[CH2:14][CH3:15])[C:6]=2[CH:5]=[CH:4][NH:3]1.